From a dataset of Catalyst prediction with 721,799 reactions and 888 catalyst types from USPTO. Predict which catalyst facilitates the given reaction. (1) Reactant: [NH2:1][C@H:2]([CH2:5][CH3:6])[CH2:3][OH:4].[C:7](Cl)([C:20]1[CH:25]=[CH:24][CH:23]=[CH:22][CH:21]=1)([C:14]1[CH:19]=[CH:18][CH:17]=[CH:16][CH:15]=1)[C:8]1[CH:13]=[CH:12][CH:11]=[CH:10][CH:9]=1.CCCCCC.CO. Product: [C:7]([NH:1][C@H:2]([CH2:5][CH3:6])[CH2:3][OH:4])([C:8]1[CH:13]=[CH:12][CH:11]=[CH:10][CH:9]=1)([C:20]1[CH:21]=[CH:22][CH:23]=[CH:24][CH:25]=1)[C:14]1[CH:15]=[CH:16][CH:17]=[CH:18][CH:19]=1. The catalyst class is: 2. (2) Reactant: [CH2:1]([C:3]1[CH:8]=[CH:7][C:6]([OH:9])=[C:5]([C:10]([CH3:18])([C:12]2[CH:17]=[CH:16][CH:15]=[CH:14][CH:13]=2)[CH3:11])[CH:4]=1)[CH3:2].[CH3:19][O:20][C:21](=[O:41])[CH2:22][CH2:23][C:24]1[CH:29]=[CH:28][C:27]([O:30][CH2:31][CH2:32][C@@H:33](OS(C)(=O)=O)[CH3:34])=[CH:26][C:25]=1[CH3:40].C([O-])([O-])=O.[Cs+].[Cs+].Cl. Product: [CH3:19][O:20][C:21](=[O:41])[CH2:22][CH2:23][C:24]1[CH:29]=[CH:28][C:27]([O:30][CH2:31][CH2:32][C@H:33]([O:9][C:6]2[CH:7]=[CH:8][C:3]([CH2:1][CH3:2])=[CH:4][C:5]=2[C:10]([CH3:11])([C:12]2[CH:17]=[CH:16][CH:15]=[CH:14][CH:13]=2)[CH3:18])[CH3:34])=[CH:26][C:25]=1[CH3:40]. The catalyst class is: 18. (3) Reactant: [NH2:1][C@@H:2]([CH:5]([C:10]([F:13])([F:12])[F:11])[C:6]([F:9])([F:8])[F:7])[CH2:3][OH:4].CN1CCOCC1.[Cl:21][C:22]1[S:26][C:25]([S:27](Cl)(=[O:29])=[O:28])=[CH:24][CH:23]=1.O. Product: [Cl:21][C:22]1[S:26][C:25]([S:27]([NH:1][C@H:2]([CH2:3][OH:4])[CH:5]([C:6]([F:7])([F:8])[F:9])[C:10]([F:11])([F:12])[F:13])(=[O:29])=[O:28])=[CH:24][CH:23]=1. The catalyst class is: 480. (4) Reactant: [C-:1]#[N:2].[Na+].Br[CH2:5][C:6]1[C:16]([Cl:17])=[CH:15][CH:14]=[C:13]([Cl:18])[C:7]=1[C:8]([O:10][CH2:11][CH3:12])=[O:9].C(OC)(C)(C)C. Product: [Cl:17][C:16]1[C:6]([CH2:5][C:1]#[N:2])=[C:7]([C:13]([Cl:18])=[CH:14][CH:15]=1)[C:8]([O:10][CH2:11][CH3:12])=[O:9]. The catalyst class is: 374. (5) Reactant: C(OC([N:8]1[CH2:12][C@H:11]([S:13][CH2:14][C:15]2[CH:20]=[CH:19][C:18]([O:21][CH3:22])=[CH:17][CH:16]=2)[CH2:10][C@H:9]1[CH2:23][CH2:24][C:25]([C:27]1[CH:32]=[CH:31][C:30]([F:33])=[CH:29][CH:28]=1)=[O:26])=O)(C)(C)C.[C:34]([OH:40])([C:36]([F:39])([F:38])[F:37])=[O:35]. Product: [F:37][C:36]([F:39])([F:38])[C:34]([OH:40])=[O:35].[F:33][C:30]1[CH:29]=[CH:28][C:27]([C:25](=[O:26])[CH2:24][CH2:23][C@@H:9]2[CH2:10][C@@H:11]([S:13][CH2:14][C:15]3[CH:16]=[CH:17][C:18]([O:21][CH3:22])=[CH:19][CH:20]=3)[CH2:12][NH:8]2)=[CH:32][CH:31]=1. The catalyst class is: 2. (6) Reactant: ClC1C=[CH:4][N:5](C(OC)=O)NC=1.[Cl:12][C:13]1[N:14]=[CH:15][C:16]([C:19]([OH:21])=O)=[N:17][CH:18]=1.ClC1N=CC(C(Cl)=O)=NC=1.S(Cl)(Cl)=O.C(Cl)(=O)C(Cl)=O.CN. Product: [Cl:12][C:13]1[N:14]=[CH:15][C:16]([C:19]([NH:5][CH3:4])=[O:21])=[N:17][CH:18]=1. The catalyst class is: 7. (7) Reactant: [C:1]([NH:4][C:5]1[C:10]2=[N:11][C:12]([C:24]([O:26][CH3:27])=[O:25])=[C:13]([O:16]CC3C=CC=CC=3)[C:14](=[O:15])[N:9]2[CH:8]=[C:7]([N:28]2[CH2:33][CH2:32][O:31][CH2:30][CH2:29]2)[CH:6]=1)(=[O:3])[CH3:2].Cl. Product: [C:1]([NH:4][C:5]1[C:10]2=[N:11][C:12]([C:24]([O:26][CH3:27])=[O:25])=[C:13]([OH:16])[C:14](=[O:15])[N:9]2[CH:8]=[C:7]([N:28]2[CH2:33][CH2:32][O:31][CH2:30][CH2:29]2)[CH:6]=1)(=[O:3])[CH3:2]. The catalyst class is: 2. (8) Reactant: [C:1]([O:5][C@@H:6]([C:12]1[C:27]([CH3:28])=[CH:26][C:15]2[N:16]=[C:17]([C:19]3[N:24]=[C:23](Cl)[CH:22]=[CH:21][N:20]=3)[S:18][C:14]=2[C:13]=1[C:29]1[CH:34]=[CH:33][C:32]([Cl:35])=[CH:31][CH:30]=1)[C:7]([O:9][CH2:10][CH3:11])=[O:8])([CH3:4])([CH3:3])[CH3:2].[CH3:36][N:37]1[CH2:42][CH2:41][NH:40][CH2:39][CH2:38]1. Product: [C:1]([O:5][C@@H:6]([C:12]1[C:27]([CH3:28])=[CH:26][C:15]2[N:16]=[C:17]([C:19]3[N:24]=[C:23]([N:40]4[CH2:41][CH2:42][N:37]([CH3:36])[CH2:38][CH2:39]4)[CH:22]=[CH:21][N:20]=3)[S:18][C:14]=2[C:13]=1[C:29]1[CH:30]=[CH:31][C:32]([Cl:35])=[CH:33][CH:34]=1)[C:7]([O:9][CH2:10][CH3:11])=[O:8])([CH3:4])([CH3:2])[CH3:3]. The catalyst class is: 12. (9) Reactant: [C:1](Cl)(=[O:8])[C:2]1[CH:7]=[CH:6][CH:5]=[CH:4][CH:3]=1.[F:10][C:11]1[CH:12]=[C:13]([NH:19][N:20]=[CH:21][CH3:22])[CH:14]=[CH:15][C:16]=1[O:17][CH3:18]. Product: [CH:21](=[N:20][N:19]([C:13]1[CH:14]=[CH:15][C:16]([O:17][CH3:18])=[C:11]([F:10])[CH:12]=1)[C:1](=[O:8])[C:2]1[CH:7]=[CH:6][CH:5]=[CH:4][CH:3]=1)[CH3:22]. The catalyst class is: 17. (10) Reactant: [CH3:1]C(C)([O-])C.[K+].[CH2:7]([O:14][C:15]1[CH:22]=[CH:21][C:18]([CH:19]=O)=[C:17]([OH:23])[CH:16]=1)[C:8]1[CH:13]=[CH:12][CH:11]=[CH:10][CH:9]=1.Br[CH2:25][C:26]([C:28]1[CH:33]=[CH:32][C:31]([O:34][CH3:35])=[CH:30][CH:29]=1)=[O:27]. Product: [CH2:7]([O:14][C:15]1[CH:22]=[CH:21][C:18]([CH:19]=[CH2:1])=[C:17]([CH:16]=1)[O:23][CH2:25][C:26]([C:28]1[CH:33]=[CH:32][C:31]([O:34][CH3:35])=[CH:30][CH:29]=1)=[O:27])[C:8]1[CH:13]=[CH:12][CH:11]=[CH:10][CH:9]=1. The catalyst class is: 307.